The task is: Regression. Given a peptide amino acid sequence and an MHC pseudo amino acid sequence, predict their binding affinity value. This is MHC class I binding data.. This data is from Peptide-MHC class I binding affinity with 185,985 pairs from IEDB/IMGT. The peptide sequence is YYWPRPRRY. The MHC is HLA-C04:01 with pseudo-sequence HLA-C04:01. The binding affinity (normalized) is 0.0847.